Dataset: Forward reaction prediction with 1.9M reactions from USPTO patents (1976-2016). Task: Predict the product of the given reaction. Given the reactants [CH3:1][O:2][N:3]([CH3:22])[C:4]1[N:9]=[C:8]([NH:10][CH2:11][C:12]2[CH:17]=[CH:16][CH:15]=[CH:14][CH:13]=2)[N:7]=[C:6]([NH:18][CH2:19][C:20]#[CH:21])[N:5]=1.[ClH:23].C(OCC)C.Cl.CON(C)C1N=C(NCCC)N=C(NCC#C)N=1, predict the reaction product. The product is: [ClH:23].[CH3:1][O:2][N:3]([CH3:22])[C:4]1[N:9]=[C:8]([NH:10][CH2:11][C:12]2[CH:13]=[CH:14][CH:15]=[CH:16][CH:17]=2)[N:7]=[C:6]([NH:18][CH2:19][C:20]#[CH:21])[N:5]=1.